From a dataset of TCR-epitope binding with 47,182 pairs between 192 epitopes and 23,139 TCRs. Binary Classification. Given a T-cell receptor sequence (or CDR3 region) and an epitope sequence, predict whether binding occurs between them. (1) The epitope is KPLEFGATSAAL. The TCR CDR3 sequence is CASSEGTGSYNEQFF. Result: 1 (the TCR binds to the epitope). (2) The epitope is PROT_97E67BCC. The TCR CDR3 sequence is CASSDGASGVGEQYF. Result: 1 (the TCR binds to the epitope). (3) The epitope is FRYMNSQGL. The TCR CDR3 sequence is CSVVVAEAFF. Result: 0 (the TCR does not bind to the epitope). (4) The epitope is GLNKIVRMY. The TCR CDR3 sequence is CASSQGGPVGNQPQHF. Result: 0 (the TCR does not bind to the epitope). (5) The epitope is RLRPGGKKR. The TCR CDR3 sequence is CATSDDGASDGNEQFF. Result: 1 (the TCR binds to the epitope).